Dataset: NCI-60 drug combinations with 297,098 pairs across 59 cell lines. Task: Regression. Given two drug SMILES strings and cell line genomic features, predict the synergy score measuring deviation from expected non-interaction effect. Drug 1: C1=CC=C(C(=C1)C(C2=CC=C(C=C2)Cl)C(Cl)Cl)Cl. Drug 2: CC(C)CN1C=NC2=C1C3=CC=CC=C3N=C2N. Cell line: HL-60(TB). Synergy scores: CSS=4.66, Synergy_ZIP=-2.07, Synergy_Bliss=0.405, Synergy_Loewe=-0.414, Synergy_HSA=-0.414.